Task: Predict the product of the given reaction.. Dataset: Forward reaction prediction with 1.9M reactions from USPTO patents (1976-2016) (1) Given the reactants [Cl:1][C:2]1[CH:10]=[CH:9][CH:8]=[C:7]2[C:3]=1[C:4]([C:15]([OH:17])=O)=[CH:5][N:6]2[CH:11]1[CH2:14][O:13][CH2:12]1.Cl.[NH2:19][CH2:20][C:21]1([OH:29])[CH2:28][CH2:27][CH2:26][C:23]2([CH2:25][CH2:24]2)[CH2:22]1.C(Cl)CCl.N1(O)C2C=CC=CC=2N=N1.C(N(C(C)C)C(C)C)C, predict the reaction product. The product is: [Cl:1][C:2]1[CH:10]=[CH:9][CH:8]=[C:7]2[C:3]=1[C:4]([C:15]([NH:19][CH2:20][C:21]1([OH:29])[CH2:28][CH2:27][CH2:26][C:23]3([CH2:25][CH2:24]3)[CH2:22]1)=[O:17])=[CH:5][N:6]2[CH:11]1[CH2:12][O:13][CH2:14]1. (2) Given the reactants [OH:1][NH:2][C:3](=[O:28])[C@@H:4]([NH:10][C:11](=[O:27])[C:12]1[CH:17]=[CH:16][C:15]([C:18]#[C:19][C:20]#[C:21][C@@H:22]2[CH2:24][C@H:23]2[CH2:25][OH:26])=[CH:14][CH:13]=1)[C:5]([CH3:9])([S:7][CH3:8])[CH3:6].[OH:29]O, predict the reaction product. The product is: [OH:1][NH:2][C:3](=[O:28])[C@@H:4]([NH:10][C:11](=[O:27])[C:12]1[CH:13]=[CH:14][C:15]([C:18]#[C:19][C:20]#[C:21][C@@H:22]2[CH2:24][C@H:23]2[CH2:25][OH:26])=[CH:16][CH:17]=1)[C:5]([CH3:9])([S:7]([CH3:8])=[O:29])[CH3:6].